From a dataset of Reaction yield outcomes from USPTO patents with 853,638 reactions. Predict the reaction yield, written as a fraction of the theoretical maximum amount of product (1.0 means a 100% yield; for example, 0.34 means a 34% yield). (1) The reactants are [C:1]([C:4]1[CH:12]=[CH:11][C:7]([C:8]([NH2:10])=[O:9])=[CH:6][CH:5]=1)(=[O:3])[CH3:2].[N:13]1([CH2:19][CH2:20][O:21][C:22]2[CH:29]=[C:28]([O:30][CH3:31])[C:27]([C:32]3[S:33][CH:34]=[CH:35][CH:36]=3)=[CH:26][C:23]=2[CH:24]=O)[CH2:18][CH2:17][O:16][CH2:15][CH2:14]1.C[O-].[Li+]. The catalyst is CN(C=O)C.CO. The product is [CH3:31][O:30][C:28]1[C:27]([C:32]2[S:33][CH:34]=[CH:35][CH:36]=2)=[CH:26][C:23](/[CH:24]=[CH:2]/[C:1]([C:4]2[CH:12]=[CH:11][C:7]([C:8]([NH2:10])=[O:9])=[CH:6][CH:5]=2)=[O:3])=[C:22]([O:21][CH2:20][CH2:19][N:13]2[CH2:14][CH2:15][O:16][CH2:17][CH2:18]2)[CH:29]=1. The yield is 0.570. (2) The reactants are [CH2:1]([C:5]1[N:6]=[C:7]([CH:27]2[CH2:29][CH2:28]2)[NH:8][C:9](=[O:26])[C:10]=1[CH2:11][C:12]1[CH:17]=[CH:16][C:15]([C:18]2[C:19]([C:24]#[N:25])=[CH:20][CH:21]=[CH:22][CH:23]=2)=[CH:14][CH:13]=1)[CH2:2][CH2:3][CH3:4].[O:30]1[C:34]2[CH:35]=[CH:36][C:37](B(O)O)=[CH:38][C:33]=2[CH2:32][CH2:31]1.N1C=CC=CC=1.C(N(CC)CC)C. The catalyst is C(OCC)(=O)C.C([O-])(=O)C.[Cu+2].C([O-])(=O)C.ClCCl. The product is [CH2:1]([C:5]1[N:6]=[C:7]([CH:27]2[CH2:28][CH2:29]2)[N:8]([C:37]2[CH:36]=[CH:35][C:34]3[O:30][CH2:31][CH2:32][C:33]=3[CH:38]=2)[C:9](=[O:26])[C:10]=1[CH2:11][C:12]1[CH:17]=[CH:16][C:15]([C:18]2[C:19]([C:24]#[N:25])=[CH:20][CH:21]=[CH:22][CH:23]=2)=[CH:14][CH:13]=1)[CH2:2][CH2:3][CH3:4]. The yield is 1.00. (3) The reactants are [C:1]([O:5][C:6](=[O:27])[N:7]([CH:9]1[CH:13]([C:14]2[CH:19]=[CH:18][CH:17]=[CH:16][CH:15]=2)[CH2:12][N:11](CC2C=CC=CC=2)[CH2:10]1)[CH3:8])([CH3:4])([CH3:3])[CH3:2].C([O-])=O.[NH4+]. The catalyst is CO.[Pd]. The product is [C:1]([O:5][C:6](=[O:27])[N:7]([CH3:8])[CH:9]1[CH:13]([C:14]2[CH:15]=[CH:16][CH:17]=[CH:18][CH:19]=2)[CH2:12][NH:11][CH2:10]1)([CH3:4])([CH3:3])[CH3:2]. The yield is 0.410. (4) The reactants are [Li+].CC([N-]C(C)C)C.CCCCCCC.C1COCC1.C(C1C=CC=CC=1)C.[C:29]([O:33][C:34](=[O:36])[CH3:35])([CH3:32])([CH3:31])[CH3:30].C[O:38][C:39](=O)[CH2:40][CH:41]([OH:50])[CH2:42][CH2:43][C:44]1[CH:49]=[CH:48][CH:47]=[CH:46][CH:45]=1. The catalyst is C1COCC1. The product is [C:29]([O:33][C:34](=[O:36])[CH2:35][C:39](=[O:38])[CH2:40][CH:41]([OH:50])[CH2:42][CH2:43][C:44]1[CH:45]=[CH:46][CH:47]=[CH:48][CH:49]=1)([CH3:32])([CH3:31])[CH3:30]. The yield is 0.950. (5) The reactants are [Si]([O:18][CH:19]1[CH2:22][N:21]([C:23]2[S:24][CH:25]=[C:26]([C:28](=[O:37])[N:29]([CH2:33][C:34](=[O:36])[NH2:35])[CH:30]([CH3:32])[CH3:31])[N:27]=2)[CH2:20]1)(C(C)(C)C)(C1C=CC=CC=1)C1C=CC=CC=1.[F-].C([N+](CCCC)(CCCC)CCCC)CCC. The catalyst is O1CCCC1. The product is [C:34]([CH2:33][N:29]([CH:30]([CH3:32])[CH3:31])[C:28]([C:26]1[N:27]=[C:23]([N:21]2[CH2:20][CH:19]([OH:18])[CH2:22]2)[S:24][CH:25]=1)=[O:37])(=[O:36])[NH2:35]. The yield is 0.670. (6) The reactants are Br[C:2]1[CH:3]=[C:4]([C:8]([CH3:23])([CH3:22])[C@H:9]([N:13]([C:15](OC(C)(C)C)=O)C)[C:10]([OH:12])=[O:11])[CH:5]=[CH:6][CH:7]=1.CC1C=NC2C(C=1C)=CC=C1C=2N=CC(C)=C1C.CO.[CH2:44]([OH:59])[CH2:45][O:46][CH2:47][CH2:48][O:49][CH2:50][CH2:51][O:52][CH2:53][CH2:54][O:55][CH2:56][CH2:57][OH:58]. The catalyst is [Cu]I. The product is [OH:58][CH2:57][CH2:56][O:55][CH2:54][CH2:53][O:52][CH2:51][CH2:50][O:49][CH2:48][CH2:47][O:46][CH2:45][CH2:44][O:59][C:2]1[CH:3]=[C:4]([C:8]([CH3:22])([CH3:23])[C@H:9]([NH:13][CH3:15])[C:10]([OH:12])=[O:11])[CH:5]=[CH:6][CH:7]=1. The yield is 0.310.